This data is from Reaction yield outcomes from USPTO patents with 853,638 reactions. The task is: Predict the reaction yield, written as a fraction of the theoretical maximum amount of product (1.0 means a 100% yield; for example, 0.34 means a 34% yield). (1) The reactants are B1C2CCCC1CCC2.[F:10][C:11]([F:28])([F:27])[C:12]1[CH:17]=[CH:16][CH:15]=[C:14]([O:18][C:19]2[CH:24]=[CH:23][C:22]([CH:25]=[CH2:26])=[CH:21][CH:20]=2)[CH:13]=1.[OH-:29].[Na+].OO. The catalyst is C1COCC1. The product is [F:10][C:11]([F:27])([F:28])[C:12]1[CH:13]=[C:14]([CH:15]=[CH:16][CH:17]=1)[O:18][C:19]1[CH:24]=[CH:23][C:22]([CH2:25][CH2:26][OH:29])=[CH:21][CH:20]=1. The yield is 0.638. (2) The reactants are [OH:1][C@H:2]1[CH2:7][CH2:6][C@H:5]([C:8]([OH:10])=O)[CH2:4][CH2:3]1.[CH:11]([N:14]1[CH2:19][CH2:18][NH:17][CH2:16][CH2:15]1)([CH3:13])[CH3:12].CN(C(ON1N=NC2C=CC=CC1=2)=[N+](C)C)C.[B-](F)(F)(F)F.C(N(CC)CC)C. The catalyst is CN(C=O)C.CCOC(C)=O. The product is [CH:11]([N:14]1[CH2:19][CH2:18][N:17]([C:8]([C@H:5]2[CH2:4][CH2:3][C@H:2]([OH:1])[CH2:7][CH2:6]2)=[O:10])[CH2:16][CH2:15]1)([CH3:13])[CH3:12]. The yield is 0.510.